This data is from Forward reaction prediction with 1.9M reactions from USPTO patents (1976-2016). The task is: Predict the product of the given reaction. (1) Given the reactants [CH3:1][C:2]1[N:6]2[C:7]3[C:12]([CH:13]=[CH:14][C:5]2=[C:4]([C:18]([O:20][CH2:21][CH3:22])=[O:19])[N:3]=1)=[C:11]([CH2:15][CH:16]=O)[CH:10]=[CH:9][CH:8]=3.[CH3:23][C:24]1[CH:33]=[CH:32][C:31]2[C:26](=[CH:27][CH:28]=[CH:29][C:30]=2[CH:34]2[CH2:39][CH2:38][NH:37][CH2:36][CH2:35]2)[N:25]=1.C(O[BH-](OC(=O)C)OC(=O)C)(=O)C.[Na+].[Cl:54]CCCl, predict the reaction product. The product is: [ClH:54].[ClH:54].[CH3:1][C:2]1[N:6]2[C:7]3[C:12]([CH:13]=[CH:14][C:5]2=[C:4]([C:18]([O:20][CH2:21][CH3:22])=[O:19])[N:3]=1)=[C:11]([CH2:15][CH2:16][N:37]1[CH2:38][CH2:39][CH:34]([C:30]2[CH:29]=[CH:28][CH:27]=[C:26]4[C:31]=2[CH:32]=[CH:33][C:24]([CH3:23])=[N:25]4)[CH2:35][CH2:36]1)[CH:10]=[CH:9][CH:8]=3. (2) Given the reactants [CH3:1][O:2][C:3]([C:5]1[C:14]([OH:15])=[CH:13][C:12]2[C:7](=[CH:8][C:9]([OH:16])=[CH:10][CH:11]=2)[CH:6]=1)=[O:4].[C:17]([O:21][C:22](=[O:25])[CH2:23]Br)([CH3:20])([CH3:19])[CH3:18].C(=O)([O-])[O-].[K+].[K+].CCOC(C)=O, predict the reaction product. The product is: [CH3:1][O:2][C:3]([C:5]1[C:14]([OH:15])=[CH:13][C:12]2[C:7](=[CH:8][C:9]([O:16][CH2:23][C:22]([O:21][C:17]([CH3:20])([CH3:19])[CH3:18])=[O:25])=[CH:10][CH:11]=2)[CH:6]=1)=[O:4]. (3) Given the reactants C1(P(C2C=CC=CC=2)C2C=CC=CC=2)C=CC=CC=1.BrN1C(=O)CCC1=O.[Cl:28][C:29]1[CH:30]=[C:31]([CH:41]([CH2:45][CH:46]2[CH2:51][CH2:50][CH2:49][CH2:48][CH2:47]2)[C:42]([OH:44])=O)[CH:32]=[CH:33][C:34]=1[N:35]1[C:39]([CH3:40])=[N:38][N:37]=[N:36]1.[NH2:52][C:53]1[S:54][CH:55]=[CH:56][N:57]=1, predict the reaction product. The product is: [Cl:28][C:29]1[CH:30]=[C:31]([CH:41]([CH2:45][CH:46]2[CH2:51][CH2:50][CH2:49][CH2:48][CH2:47]2)[C:42]([NH:52][C:53]2[S:54][CH:55]=[CH:56][N:57]=2)=[O:44])[CH:32]=[CH:33][C:34]=1[N:35]1[C:39]([CH3:40])=[N:38][N:37]=[N:36]1. (4) Given the reactants C([Li])CCC.CC1(C)CNCC(C)(C)N1.[Cl:16][C:17]1[CH:25]=[CH:24][C:20]([C:21]([OH:23])=[O:22])=[CH:19][N:18]=1.[CH2:26]([N:33]1[CH2:38][CH2:37][C:36](=O)[CH2:35][CH2:34]1)[C:27]1[CH:32]=[CH:31][CH:30]=[CH:29][CH:28]=1, predict the reaction product. The product is: [CH2:26]([N:33]1[CH2:38][CH2:37][C:36]2([C:24]3[CH:25]=[C:17]([Cl:16])[N:18]=[CH:19][C:20]=3[C:21](=[O:23])[O:22]2)[CH2:35][CH2:34]1)[C:27]1[CH:32]=[CH:31][CH:30]=[CH:29][CH:28]=1. (5) Given the reactants [S:1]([CH2:5][CH2:6][OH:7])[CH2:2][CH2:3][OH:4].N1C=CN=C1.[C:13]([Si:17](Cl)([C:24]1[CH:29]=[CH:28][CH:27]=[CH:26][CH:25]=1)[C:18]1[CH:23]=[CH:22][CH:21]=[CH:20][CH:19]=1)([CH3:16])([CH3:15])[CH3:14].C(OCC)(=O)C, predict the reaction product. The product is: [Si:17]([O:4][CH2:3][CH2:2][S:1][CH2:5][CH2:6][OH:7])([C:13]([CH3:16])([CH3:15])[CH3:14])([C:24]1[CH:25]=[CH:26][CH:27]=[CH:28][CH:29]=1)[C:18]1[CH:23]=[CH:22][CH:21]=[CH:20][CH:19]=1. (6) Given the reactants [NH2:1][C:2]1[S:6][N:5]=[C:4]([S:7][CH2:8][C:9]([N:11]([CH3:13])[CH3:12])=[O:10])[N:3]=1.[C:14]([O:18][C:19](O[C:19]([O:18][C:14]([CH3:17])([CH3:16])[CH3:15])=[O:20])=[O:20])([CH3:17])([CH3:16])[CH3:15], predict the reaction product. The product is: [C:14]([O:18][C:19](=[O:20])[NH:1][C:2]1[S:6][N:5]=[C:4]([S:7][CH2:8][C:9](=[O:10])[N:11]([CH3:13])[CH3:12])[N:3]=1)([CH3:17])([CH3:16])[CH3:15].